Dataset: Catalyst prediction with 721,799 reactions and 888 catalyst types from USPTO. Task: Predict which catalyst facilitates the given reaction. Reactant: [CH2:1]([O:8][C:9]([N:11]1[CH2:15][CH:14]=[CH:13][CH2:12]1)=[O:10])[C:2]1[CH:7]=[CH:6][CH:5]=[CH:4][CH:3]=1.C1C=C(Cl)C=C(C(OO)=[O:24])C=1. Product: [CH2:1]([O:8][C:9]([N:11]1[CH2:15][CH:14]2[CH:13]([O:24]2)[CH2:12]1)=[O:10])[C:2]1[CH:3]=[CH:4][CH:5]=[CH:6][CH:7]=1. The catalyst class is: 373.